From a dataset of Reaction yield outcomes from USPTO patents with 853,638 reactions. Predict the reaction yield, written as a fraction of the theoretical maximum amount of product (1.0 means a 100% yield; for example, 0.34 means a 34% yield). (1) The reactants are Cl.O.[Cl-].[NH4+].[Br:5][C:6]1[C:11]([C:12]2(O)[NH:17][C:16]3[C:18]([N+:22]([O-])=O)=[CH:19][CH:20]=[CH:21][C:15]=3[O:14][CH2:13]2)=[CH:10][CH:9]=[CH:8][N:7]=1. The catalyst is C(O)C.C(#N)C.[Fe]. The product is [Br:5][C:6]1[C:11]([C:12]2[CH2:13][O:14][C:15]3[C:16](=[C:18]([NH2:22])[CH:19]=[CH:20][CH:21]=3)[N:17]=2)=[CH:10][CH:9]=[CH:8][N:7]=1. The yield is 0.990. (2) The reactants are [CH2:1]([NH:3][C:4]1[C:9]([CH:10]=O)=[CH:8][N:7]=[C:6]([S:12][CH3:13])[N:5]=1)[CH3:2].[Br:14][C:15]1[CH:20]=[CH:19][C:18]([CH2:21][C:22]([O:24]CC)=O)=[C:17]([Cl:27])[CH:16]=1.C(=O)([O-])[O-].[Cs+].[Cs+].C(OCC)(=O)C. The catalyst is CC(N(C)C)=O. The product is [Br:14][C:15]1[CH:20]=[CH:19][C:18]([C:21]2[C:22](=[O:24])[N:3]([CH2:1][CH3:2])[C:4]3[N:5]=[C:6]([S:12][CH3:13])[N:7]=[CH:8][C:9]=3[CH:10]=2)=[C:17]([Cl:27])[CH:16]=1. The yield is 0.140. (3) The reactants are [C:1]([C:3]1[CH:4]=[C:5]2[C:9](=[CH:10][CH:11]=1)[NH:8][CH:7]=[CH:6]2)#[N:2].CN(C=O)C.Br[CH2:18][CH:19]1[CH2:21][CH2:20]1. No catalyst specified. The product is [CH:19]1([CH2:18][N:8]2[C:9]3[C:5](=[CH:4][C:3]([C:1]#[N:2])=[CH:11][CH:10]=3)[CH:6]=[CH:7]2)[CH2:21][CH2:20]1. The yield is 0.870. (4) The reactants are [C:1]1([CH2:7][C:8](=[O:10])[CH3:9])[CH:6]=[CH:5][CH:4]=[CH:3][CH:2]=1.[Na].[CH:12](OCC)=[O:13].O. The catalyst is C(OCC)C. The product is [OH:13]/[CH:12]=[CH:9]/[C:8](=[O:10])[CH2:7][C:1]1[CH:6]=[CH:5][CH:4]=[CH:3][CH:2]=1. The yield is 0.570. (5) The reactants are Cl.[N:2]1[CH:7]=[CH:6][CH:5]=[CH:4][C:3]=1[N:8]([CH2:32][CH2:33][C:34]([O:36]CC)=[O:35])[C:9]([C:11]1[CH:31]=[CH:30][C:14]2[N:15]([CH3:29])[C:16]([CH2:18][CH2:19][C:20]3[CH:25]=[CH:24][C:23]([C:26](=[NH:28])[NH2:27])=[CH:22][CH:21]=3)=[N:17][C:13]=2[CH:12]=1)=[O:10].[OH-].[Na+]. No catalyst specified. The product is [N:2]1[CH:7]=[CH:6][CH:5]=[CH:4][C:3]=1[N:8]([CH2:32][CH2:33][C:34]([OH:36])=[O:35])[C:9]([C:11]1[CH:31]=[CH:30][C:14]2[N:15]([CH3:29])[C:16]([CH2:18][CH2:19][C:20]3[CH:25]=[CH:24][C:23]([C:26](=[NH:27])[NH2:28])=[CH:22][CH:21]=3)=[N:17][C:13]=2[CH:12]=1)=[O:10]. The yield is 0.970. (6) The reactants are [CH3:1][N:2]1[C:7](=[O:8])[CH2:6][C:5]2[CH:9]=[C:10]3[C:15](=[CH:16][C:4]=2[S:3]1(=[O:18])=[O:17])[CH:14]=[CH:13][CH:12]=[CH:11]3.C(N(CC)CC)C.[C:26]1([N:32]=[C:33]=[O:34])[CH:31]=[CH:30][CH:29]=[CH:28][CH:27]=1. The catalyst is CS(C)=O. The product is [CH3:1][N:2]1[C:7](=[O:8])[CH:6]([C:33]([NH:32][C:26]2[CH:31]=[CH:30][CH:29]=[CH:28][CH:27]=2)=[O:34])[C:5]2[CH:9]=[C:10]3[C:15](=[CH:16][C:4]=2[S:3]1(=[O:17])=[O:18])[CH:14]=[CH:13][CH:12]=[CH:11]3. The yield is 0.370. (7) The yield is 1.00. The reactants are [Cl:1][C:2]1[N:7]=[C:6]([NH:8][C:9]2[CH:14]=[CH:13][C:12]([CH3:15])=[CH:11][CH:10]=2)[C:5]([N+:16]([O-])=O)=[CH:4][CH:3]=1.O.O.[Sn](Cl)Cl.C([O-])([O-])=O.[K+].[K+]. The catalyst is Cl.C(OCC)(=O)C. The product is [NH2:16][C:5]1[C:6]([NH:8][C:9]2[CH:14]=[CH:13][C:12]([CH3:15])=[CH:11][CH:10]=2)=[N:7][C:2]([Cl:1])=[CH:3][CH:4]=1. (8) The reactants are [Cl:1][C:2]1[CH:3]=[C:4]([NH:15]C(=O)C)[CH:5]=[CH:6][C:7]=1[S:8]([C:11]([F:14])([F:13])[F:12])(=[O:10])=[O:9].Cl.[OH-].[Na+]. The catalyst is O. The product is [Cl:1][C:2]1[CH:3]=[C:4]([CH:5]=[CH:6][C:7]=1[S:8]([C:11]([F:14])([F:12])[F:13])(=[O:9])=[O:10])[NH2:15]. The yield is 0.890. (9) The reactants are C([O:3][C:4](=O)[CH2:5][O:6][C:7]1[CH:12]=[CH:11][CH:10]=[C:9]([C:13]([CH2:29][CH3:30])=[C:14]([C:22]2[CH:27]=[CH:26][C:25]([OH:28])=[CH:24][CH:23]=2)[C:15]2[CH:20]=[CH:19][C:18]([OH:21])=[CH:17][CH:16]=2)[CH:8]=1)C.[H-].[H-].[H-].[H-].[Li+].[Al+3]. The catalyst is C1COCC1. The product is [OH:3][CH2:4][CH2:5][O:6][C:7]1[CH:8]=[C:9]([C:13]([CH2:29][CH3:30])=[C:14]([C:15]2[CH:16]=[CH:17][C:18]([OH:21])=[CH:19][CH:20]=2)[C:22]2[CH:27]=[CH:26][C:25]([OH:28])=[CH:24][CH:23]=2)[CH:10]=[CH:11][CH:12]=1. The yield is 0.840. (10) The reactants are C([O:5][C:6]([C:8]1[C:16]2[C:11](=[CH:12][C:13]([C:17]3(O)[CH2:22][CH2:21][O:20][CH2:19][CH2:18]3)=[CH:14][CH:15]=2)[NH:10][N:9]=1)=[O:7])(C)(C)C. The catalyst is FC(F)(F)C(O)=O. The product is [O:20]1[CH2:19][CH:18]=[C:17]([C:13]2[CH:12]=[C:11]3[C:16]([C:8]([C:6]([OH:7])=[O:5])=[N:9][NH:10]3)=[CH:15][CH:14]=2)[CH2:22][CH2:21]1. The yield is 0.760.